This data is from TCR-epitope binding with 47,182 pairs between 192 epitopes and 23,139 TCRs. The task is: Binary Classification. Given a T-cell receptor sequence (or CDR3 region) and an epitope sequence, predict whether binding occurs between them. The epitope is NEGVKAAW. The TCR CDR3 sequence is CASSVFGEQFF. Result: 1 (the TCR binds to the epitope).